Dataset: Forward reaction prediction with 1.9M reactions from USPTO patents (1976-2016). Task: Predict the product of the given reaction. (1) Given the reactants [CH2:1]([C:3]1[CH:4]=[C:5]([C:10]2[CH:11]=[C:12]3[C:16](=[CH:17][CH:18]=2)[C:15](=[O:19])[CH2:14][CH2:13]3)[CH:6]=[CH:7][C:8]=1[OH:9])[CH3:2].[Li+].CC([N-]C(C)C)C.Br[CH2:29][C:30]([O:32][CH2:33][CH3:34])=[O:31], predict the reaction product. The product is: [CH2:33]([O:32][C:30](=[O:31])[CH2:29][O:9][C:8]1[CH:7]=[CH:6][C:5]([C:10]2[CH:11]=[C:12]3[C:16](=[CH:17][CH:18]=2)[C:15](=[O:19])[CH2:14][CH2:13]3)=[CH:4][C:3]=1[CH2:1][CH3:2])[CH3:34]. (2) Given the reactants [CH:1]([S:14][CH2:15][C:16]([OH:18])=O)([C:8]1[CH:13]=[CH:12][CH:11]=[CH:10][CH:9]=1)[C:2]1[CH:7]=[CH:6][CH:5]=[CH:4][CH:3]=1.[C:19]1([CH2:25][CH2:26][CH2:27][CH2:28][NH2:29])[CH:24]=[CH:23][CH:22]=[CH:21][CH:20]=1, predict the reaction product. The product is: [CH:1]([S:14][CH2:15][C:16]([NH:29][CH2:28][CH2:27][CH2:26][CH2:25][C:19]1[CH:24]=[CH:23][CH:22]=[CH:21][CH:20]=1)=[O:18])([C:2]1[CH:3]=[CH:4][CH:5]=[CH:6][CH:7]=1)[C:8]1[CH:9]=[CH:10][CH:11]=[CH:12][CH:13]=1. (3) The product is: [Br:5][C:6]1[C:11]([N:12]([CH2:3][O:2][CH3:1])[S:13]([C:16]2[CH:21]=[CH:20][C:19]([Cl:22])=[C:18]([CH3:23])[CH:17]=2)(=[O:15])=[O:14])=[CH:10][C:9]([Cl:24])=[CH:8][N:7]=1. Given the reactants [CH3:1][O:2][CH2:3]Cl.[Br:5][C:6]1[C:11]([NH:12][S:13]([C:16]2[CH:21]=[CH:20][C:19]([Cl:22])=[C:18]([CH3:23])[CH:17]=2)(=[O:15])=[O:14])=[CH:10][C:9]([Cl:24])=[CH:8][N:7]=1.C(=O)([O-])[O-].[K+].[K+], predict the reaction product. (4) Given the reactants [NH:1]1[CH:5]=[CH:4][N:3]=[C:2]1[NH:6][C:7]([C:9]1[C:17]2[NH:16][C:15]([NH2:18])=[N:14][C:13]=2[CH:12]=[CH:11][CH:10]=1)=[O:8].N[C:20]1C([N+]([O-])=O)=CC(C)=CC=1C(O)=O, predict the reaction product. The product is: [NH:3]1[CH:4]=[CH:5][N:1]=[C:2]1[NH:6][C:7]([C:9]1[C:17]2[N:16]=[C:15]([NH2:18])[NH:14][C:13]=2[CH:12]=[C:11]([CH3:20])[CH:10]=1)=[O:8]. (5) Given the reactants [CH:1]1[CH:2]=[C:3]([N:9]2[CH2:14][CH2:13][N:12]([CH2:15][CH2:16][CH2:17][CH2:18][O:19][C:20]3[CH:21]=[CH:22][C:23]4[CH2:30][CH2:29][C:27](=[O:28])[NH:26][C:24]=4[CH:25]=3)[CH2:11][CH2:10]2)[C:4]([Cl:8])=[C:5]([Cl:7])[CH:6]=1.[C:31]([OH:42])(=[O:41])[C:32]1[CH:40]=[CH:39][C:35]([C:36]([OH:38])=[O:37])=[CH:34][CH:33]=1.C(O)C.CS(C)=O, predict the reaction product. The product is: [CH:1]1[CH:2]=[C:3]([N:9]2[CH2:14][CH2:13][N:12]([CH2:15][CH2:16][CH2:17][CH2:18][O:19][C:20]3[CH:21]=[CH:22][C:23]4[CH2:30][CH2:29][C:27](=[O:28])[NH:26][C:24]=4[CH:25]=3)[CH2:11][CH2:10]2)[C:4]([Cl:8])=[C:5]([Cl:7])[CH:6]=1.[C:31]([OH:42])(=[O:41])[C:32]1[CH:40]=[CH:39][C:35]([C:36]([OH:38])=[O:37])=[CH:34][CH:33]=1.